This data is from Experimentally validated miRNA-target interactions with 360,000+ pairs, plus equal number of negative samples. The task is: Binary Classification. Given a miRNA mature sequence and a target amino acid sequence, predict their likelihood of interaction. (1) The miRNA is hsa-miR-4468 with sequence AGAGCAGAAGGAUGAGAU. The protein sequence of the target gene is MSHGTYYECEPRGGQQPLEFSGGRAGPGELGDMCEHEASIDLSAYIESGEEQLLSDLFAVKPAPEARGLKGPGTPAFPHYLPPDPRPFAYPPHTFGPDRKALGPGIYSSPGSYDPRAVAVKEEPRGPEGSRAASRGSYNPLQYQVAHCGQTAMHLPPTLAAPGQPLRVLKAPLATAAPPCSPLLKAPSPAGPLHKGKKAVNKDSLEYRLRRERNNIAVRKSRDKAKRRILETQQKVLEYMAENERLRSRVEQLTQELDTLRNLFRQIPEAANLIKGVGGCS. Result: 0 (no interaction). (2) The miRNA is hsa-miR-3658 with sequence UUUAAGAAAACACCAUGGAGAU. The protein sequence of the target gene is MLDCLRLALLCALPWLLRAAVPGHQEEPLAKSAELRRDPRDPARGADFDRVYSGVVSLSTENIYSFNHTSHPGQVTAVRVHVNSSSDNLDYPVLVVVRQQKEVLSWQVPLLFQGLYQRSYNYQEVSRTLCPSKATNETGPLEQLIFVDVASMAPHGAHYKLLVTKIKHFQLPTNVAFYFTASPSQPQYFLYKFPEDVDSVIIKVVSEKAYPCSVVSVQNIMCPVYDLDHNVEFNGVYQSMTKKAAITLQKKDFPDEQFFVVFVIKPEDYACGGSFSIQENENQTWNLQRSKNLKVTIVPS.... Result: 0 (no interaction). (3) The miRNA is mmu-miR-206-3p with sequence UGGAAUGUAAGGAAGUGUGUGG. The protein sequence of the target gene is MWSCSWFNGTGLVEELPACQDLQLGLSLLSLLGLVVGVPVGLCYNALLVLANLHSKASMTMPDVYFVNMAVAGLVLSALAPVHLLGPPSSRWALWSVGGEVHVALQIPFNVSSLVAMYSTALLSLDHYIERALPRTYMASVYNTRHVCGFVWGGALLTSFSSLLFYICSHVSTRALECAKMQNAEAADATLVFIGYVVPALATLYALVLLSRVRREDTPLDRDTGRLEPSAHRLLVATVCTQFGLWTPHYLILLGHTVIISRGKPVDAHYLGLLHFVKDFSKLLAFSSSFVTPLLYRYMN.... Result: 0 (no interaction). (4) The miRNA is mmu-miR-3473c with sequence UCUCUCCAGCCCCCAUAAUAAG. The protein sequence of the target gene is MLLSLVLHTYSMRYLLPSVLLLGSAPTYLLAWTLWRVLSALMPARLYQRVDDRLYCVYQNMVLFFFENYTGVQILLYGDLPKNKENVIYLANHQSTVDWIVADMLAARQDALGHVRYVLKDKLKWLPLYGFYFAQHGGIYVKRSAKFNDKEMRSKLQSYVNAGTPMYLVIFPEGTRYNATYTKLLSASQAFAAQRGLAVLKHVLTPRIKATHVAFDSMKSHLDAIYDVTVVYEGNEKGSGKYSNPPSMTEFLCKQCPKLHIHFDRIDRNEVPEEQEHMKKWLHERFEIKDRLLIEFYDSP.... Result: 0 (no interaction). (5) The miRNA is cel-miR-354-3p with sequence ACCUUGUUUGUUGCUGCUCCU. The protein sequence of the target gene is MAVPHHLQETSYLLPPDPEDWEKQGIPDFVYGQEDLVGKEVQWPRDSPSAVDTVPLSRFDSALRSAWRQRLELGLFRYRLEDLQTQILPGSVGFVAQLNIERGIQRRRPQNIRSVRQEFDPEQFNFNKIRPGEVLFRMQREPKGPATPKQEDDVLVVINVSPLEWGHVLLVPAPAQGLPQRLLPGVLRVGLEAVLLSLHPGFRVGFNSLGGLASVNHLHLHCYYLAHPLPVEGAPSTPLDPKGCIHLLQALPAPGFLFYTSGPGPDLEVLISRVCRATDYLSDREIAHNLFVTRGAPPGP.... Result: 0 (no interaction). (6) The miRNA is hsa-miR-195-5p with sequence UAGCAGCACAGAAAUAUUGGC. The protein sequence of the target gene is MAAAVPQRAWTVEQLRSEQLPKKDIIKFLQDHGSDSFLAEHKLLGNIKNVAKTANKDHLVNAYNHLFESKRFKGTETISKVSEQVKNVKLSDDKPKDSKSEETLDEGPPKYTKSILKKGDKTNFPKKGDVVHCWYTGTLPDGTVFDTNIQTSSKKKKNAKPLSFKVGVGKVIRGWDEALLTMSKGEKARLEIEPEWAYGKKGQPDAKIPPNTKLIFEVELVDID. Result: 0 (no interaction). (7) The miRNA is hsa-miR-505-5p with sequence GGGAGCCAGGAAGUAUUGAUGU. The protein sequence of the target gene is MEEEQDLPEQPVKKAKMQESGEQTISQVSNPDVSDQKPETSSLASNLPMSEEIMTCTDYIPRSSNDYTSQMYSAKPYAHILSVPVSETAYPGQTQYQTLQQTQPYAVYPQATQTYGLPPFGALWPGMKPESGLIQTPSPSQHSVLTCTTGLTTSQPSPAHYSYPIQASSTNASLISTSSTIANIPAAAVASISNQDYPTYTILGQNQYQACYPSSSFGVTGQTNSDAESTTLAATTYQSEKPSVMAPAPAAQRLSSGDPSTSPSLSQTTPSKDTDDQSRKNMTSKNRGKRKADATSSQDS.... Result: 0 (no interaction). (8) The protein sequence of the target gene is MYFPSWLSQLYRGLSRPIRRTTQPIWGSLYRSLLQSSQRRIPEFSSFVVRTNTCGELRSSHLGQEVTLCGWIQYRRQNTFLVLRDFDGLVQVIIPQDESAASVKKILCEAPVESVVQVSGTVISRPAGQENPKMPTGEIEIKVKTAELLNACKKLPFEIKNFVKKTEALRLQYRYLDLRSFQMQYNLRLRSQMVMKMREYLCNLHGFVDIETPTLFKRTPGGAKEFLVPSREPGKFYSLPQSPQQFKQLLMVGGLDRYFQVARCYRDEGSRPDRQPEFTQIDIEMSFVDQTGIQSLIEGL.... The miRNA is hsa-miR-2114-5p with sequence UAGUCCCUUCCUUGAAGCGGUC. Result: 1 (interaction). (9) The miRNA is mmu-miR-3103-3p with sequence UAACCUCUGAUCCUUCCCACAG. The protein sequence of the target gene is MGPVVERPAEPGTSSAAELELLKRRAAERIDEAAERLGALSRAIWSAPELAYEEHRAHGELTRFFECEPPAASWAVQPHFGLPTAFRAEWAPPESAAGPRALQVAFLCEYDALPALGHACGHNLIAEVGVAAALGLRAALESIAAPPPVKVIVLGTPAEEDGGGKIDLIEAGAFENLDVVFMAHPSQENAAYLPDVAEHDVTVKYYGKASHAAAYPWEGVNALDAAVLAYTNLSVLRQQMKPTWRVHGIIKNGGVKPNIIPSYSELVYYFRAPSMKELQVLTKKAEDCFRAAALATGCTV.... Result: 1 (interaction). (10) The miRNA is hsa-miR-4508 with sequence GCGGGGCUGGGCGCGCG. The protein sequence of the target gene is MAAADLSHGHYLSGDPVCLHEEKTPAGRIVADCLTDCYQDSVTFDDVAVDFTQEEWTLLDSTQRSLYSDVMLENYKNLATVGGQIIKPSLISWLEQEESRTVQGGVLQGWEMRLETQWSILQQDFLRGQTSIGIQLEGKHNGRELCDCEQCGEVFSEHSCLKTHVRTQSTGNTHDCNQYGKDFLTLCEKTSTGEKLSEFNQSEKIFSLTPNIVYQRTSTQEKSFECSHCGKSFINESYLQAHMRTHNGEKLYEWRNYGPGFIDSTSLSVLIETLNAKKPYKCKECGKGYRYPAYLSIHMR.... Result: 1 (interaction).